This data is from Full USPTO retrosynthesis dataset with 1.9M reactions from patents (1976-2016). The task is: Predict the reactants needed to synthesize the given product. (1) Given the product [Cl:1][C:2]1[CH:19]=[CH:18][C:5]2[N:6]([C:11]3[CH:37]=[N:38][C:14]([F:17])=[CH:13][CH:12]=3)[C:7]([CH2:9][N:26]3[C:27]4[C:32](=[CH:31][CH:30]=[CH:29][CH:28]=4)[C:24]([S:21]([CH3:20])(=[O:22])=[O:23])=[N:25]3)=[N:8][C:4]=2[CH:3]=1, predict the reactants needed to synthesize it. The reactants are: [Cl:1][C:2]1[CH:19]=[CH:18][C:5]2[N:6]([CH2:11][CH2:12][CH2:13][C:14]([F:17])(F)F)[C:7]([CH2:9]Cl)=[N:8][C:4]=2[CH:3]=1.[CH3:20][S:21]([C:24]1[C:32]2[C:27](=[CH:28][CH:29]=[CH:30][CH:31]=2)[NH:26][N:25]=1)(=[O:23])=[O:22].CS([C:37]1C2C(=CN=CC=2)N[N:38]=1)(=O)=O. (2) Given the product [Cl:1][C:2]1[CH:3]=[C:4]([CH:10]=[C:11]([F:39])[C:12]=1[CH2:13][CH2:14][C:15]1[N:16]([C:32]2[CH:37]=[CH:36][C:35]([F:38])=[CH:34][CH:33]=2)[C:17]([C:20]([C:23]2[CH:28]=[CH:27][C:26]([Cl:29])=[C:25]([O:30][CH3:31])[CH:24]=2)([CH3:21])[CH3:22])=[CH:18][N:19]=1)[C:5]([O:7][CH2:8][CH3:9])=[O:6], predict the reactants needed to synthesize it. The reactants are: [Cl:1][C:2]1[CH:3]=[C:4]([CH:10]=[C:11]([F:39])[C:12]=1[CH:13]=[CH:14][C:15]1[N:16]([C:32]2[CH:37]=[CH:36][C:35]([F:38])=[CH:34][CH:33]=2)[C:17]([C:20]([C:23]2[CH:28]=[CH:27][C:26]([Cl:29])=[C:25]([O:30][CH3:31])[CH:24]=2)([CH3:22])[CH3:21])=[CH:18][N:19]=1)[C:5]([O:7][CH2:8][CH3:9])=[O:6].N#N.